From a dataset of Full USPTO retrosynthesis dataset with 1.9M reactions from patents (1976-2016). Predict the reactants needed to synthesize the given product. (1) Given the product [CH:36]1([CH2:35][CH2:34][N:33]2[C:31](=[O:32])[C:27]3[S:28][CH:29]=[CH:30][C:26]=3[N:25]=[C:23]2[C:22]2[CH:42]=[CH:43][C:19]([CH:13]3[CH2:18][CH2:17][CH2:16][CH2:15][CH2:14]3)=[CH:20][CH:21]=2)[CH2:41][CH2:40][CH2:1][CH2:38][CH2:37]1, predict the reactants needed to synthesize it. The reactants are: [CH2:1](N(CC)CC)C.C[Si](C)(C)Cl.[CH:13]1([C:19]2[CH:43]=[CH:42][C:22]([C:23]([NH:25][C:26]3[CH:30]=[CH:29][S:28][C:27]=3[C:31]([NH:33][CH2:34][CH2:35][CH:36]3[CH2:41][CH2:40]O[CH2:38][CH2:37]3)=[O:32])=O)=[CH:21][CH:20]=2)[CH2:18][CH2:17][CH2:16][CH2:15][CH2:14]1. (2) Given the product [F:1][C:2]1[CH:3]=[CH:4][C:5]([CH2:8][C:9]([O:11][CH3:12])=[O:10])=[N:6][CH:7]=1, predict the reactants needed to synthesize it. The reactants are: [F:1][C:2]1[CH:3]=[CH:4][C:5]([CH:8](C(OC)=O)[C:9]([O:11][CH3:12])=[O:10])=[N:6][CH:7]=1.[Na+].[Cl-]. (3) Given the product [CH:10]1[C:11]2[CH:12]([CH2:14][O:15][C:16]([NH:18][C@@H:19]([CH2:23][OH:24])[C:20]([O:22][C:29]([C:32]3[CH:37]=[CH:36][C:35]([C:38]([F:39])([F:40])[F:41])=[CH:34][CH:33]=3)([CH3:31])[CH3:30])=[O:21])=[O:17])[C:13]3[C:5](=[CH:4][CH:3]=[CH:2][CH:1]=3)[C:6]=2[CH:7]=[CH:8][CH:9]=1, predict the reactants needed to synthesize it. The reactants are: [CH:1]1[C:13]2[CH:12]([CH2:14][O:15][C:16]([NH:18][C@@H:19]([CH2:23][OH:24])[C:20]([OH:22])=[O:21])=[O:17])[C:11]3[C:6](=[CH:7][CH:8]=[CH:9][CH:10]=3)[C:5]=2[CH:4]=[CH:3][CH:2]=1.ClC(Cl)(Cl)C(=N)O[C:29]([C:32]1[CH:37]=[CH:36][C:35]([C:38]([F:41])([F:40])[F:39])=[CH:34][CH:33]=1)([CH3:31])[CH3:30]. (4) Given the product [CH3:1][CH2:2][C:3]1[C:4]([CH3:43])=[C:5]2[NH:22][C:21]=1[CH:20]=[C:19]1[N:18]=[C:17]3[C:24]([C:25]([CH:35]([C:36]([O:38][CH3:39])=[O:37])[C:16]3=[C:15]3[N:14]=[C:13]([CH:12]=[C:10]4[NH:11][C:7](=[CH:6]2)[C:8]([CH:41]=[CH2:42])=[C:9]4[CH3:40])[CH:32]([CH3:33])[CH:31]3[CH2:34][CH2:35][C:36]([O:38][CH3:39])=[O:37])=[O:26])=[C:23]1[CH3:30], predict the reactants needed to synthesize it. The reactants are: [CH3:1][CH2:2][C:3]1[C:21]2=[N:22][C:5](=[CH:6][C:7]3[NH:11][C:10]([CH:12]=[C:13]4[C@@H:32]([CH3:33])[C@H:31]([CH2:34][CH2:35][C:36]([O:38][CH3:39])=[O:37])[C:15]([C:16]5C(=O)O[C:25](=[O:26])[C:24]6[C:17]=5[NH:18][C:19]([C:23]=6[CH3:30])=[CH:20]2)=[N:14]4)=[C:9]([CH3:40])[C:8]=3[CH:41]=[CH2:42])[C:4]=1[CH3:43]. (5) Given the product [Cl:1][C:2]1[CH:7]=[C:6]([C:8]([F:11])([F:10])[F:9])[CH:5]=[CH:4][C:3]=1[CH:12]([C:19]1[C:27]2[C:22](=[C:23]([CH2:28][S:29][CH3:30])[CH:24]=[CH:25][CH:26]=2)[NH:21][CH:20]=1)[CH2:13][CH2:14][OH:15], predict the reactants needed to synthesize it. The reactants are: [Cl:1][C:2]1[CH:7]=[C:6]([C:8]([F:11])([F:10])[F:9])[CH:5]=[CH:4][C:3]=1[CH:12]([C:19]1[C:27]2[C:22](=[C:23]([CH2:28][S:29][CH3:30])[CH:24]=[CH:25][CH:26]=2)[NH:21][CH:20]=1)[CH2:13][C:14](OCC)=[O:15].[H-].[Al+3].[Li+].[H-].[H-].[H-].Cl. (6) Given the product [CH:13]1([CH2:17][O:12][C:9]2[N:10]=[CH:11][C:6]([C:1]([O:3][CH2:4][CH3:5])=[O:2])=[N:7][CH:8]=2)[CH2:16][CH2:15][CH2:14]1, predict the reactants needed to synthesize it. The reactants are: [C:1]([C:6]1[CH:11]=[N:10][C:9]([OH:12])=[CH:8][N:7]=1)([O:3][CH2:4][CH3:5])=[O:2].[CH:13]1([CH2:17]O)[CH2:16][CH2:15][CH2:14]1.C1(P(C2C=CC=CC=2)C2C=CC=CC=2)C=CC=CC=1.N(C(OC(C)C)=O)=NC(OC(C)C)=O.C([O-])(O)=O.[Na+].